Dataset: Forward reaction prediction with 1.9M reactions from USPTO patents (1976-2016). Task: Predict the product of the given reaction. Given the reactants [S-2].[Na+].[Na+].C[Si](Cl)(C)C.[C:9]([C:11]1[CH:12]=[C:13]([CH:40]=[CH:41][CH:42]=1)[C:14]([NH:16][C:17]1[N:18]=[N:19][C:20]([N:23]2[C:27]([C:28]([F:31])([F:30])[F:29])=[CH:26][C:25]([C:32]3[CH:33]=[N:34][C:35]([O:38]C)=[CH:36][CH:37]=3)=[N:24]2)=[CH:21][CH:22]=1)=[O:15])#[N:10], predict the reaction product. The product is: [C:9]([C:11]1[CH:12]=[C:13]([CH:40]=[CH:41][CH:42]=1)[C:14]([NH:16][C:17]1[N:18]=[N:19][C:20]([N:23]2[C:27]([C:28]([F:29])([F:31])[F:30])=[CH:26][C:25]([C:32]3[CH:37]=[CH:36][C:35](=[O:38])[NH:34][CH:33]=3)=[N:24]2)=[CH:21][CH:22]=1)=[O:15])#[N:10].